Dataset: Full USPTO retrosynthesis dataset with 1.9M reactions from patents (1976-2016). Task: Predict the reactants needed to synthesize the given product. (1) Given the product [Cl:13][C:40]1[CH:39]=[CH:38][C:37]2[C:42](=[C:33]([O:32][C@@H:29]3[CH2:30][CH2:31][N:26]([C:24]([O:23][CH2:16][C:17]4[CH:22]=[CH:21][CH:20]=[CH:19][CH:18]=4)=[O:25])[CH2:27][C@H:28]3[F:44])[CH:34]=[CH:35][CH:36]=2)[N:41]=1, predict the reactants needed to synthesize it. The reactants are: FC1CCCN(C([O-])=O)C1.O=P(Cl)(Cl)[Cl:13].[CH2:16]([O:23][C:24]([N:26]1[CH2:31][CH2:30][C@@H:29]([O:32][C:33]2[CH:34]=[CH:35][CH:36]=[C:37]3[C:42]=2[N+:41]([O-])=[CH:40][CH:39]=[CH:38]3)[C@H:28]([F:44])[CH2:27]1)=[O:25])[C:17]1[CH:22]=[CH:21][CH:20]=[CH:19][CH:18]=1. (2) Given the product [CH2:1]([O:8][C@H:9]1[C@H:14]([O:15][CH2:16][C:17]2[CH:18]=[CH:19][CH:20]=[CH:21][CH:22]=2)[C@@H:13]([O:23][CH2:24][C:25]2[CH:30]=[CH:29][CH:28]=[CH:27][CH:26]=2)[C@:12]2([C:33]3[CH:38]=[CH:37][C:36]([Cl:39])=[C:35]([CH2:40][C:41]4[CH:42]=[CH:43][C:44]([O:47][CH2:48][CH2:49][O:50][CH:51]5[CH2:53][CH2:52]5)=[CH:45][CH:46]=4)[CH:34]=3)[O:11][C@@:10]1([CH2:54][OH:55])[CH2:32][O:31]2)[C:2]1[CH:3]=[CH:4][CH:5]=[CH:6][CH:7]=1, predict the reactants needed to synthesize it. The reactants are: [CH2:1]([O:8][C@H:9]1[C@H:14]([O:15][CH2:16][C:17]2[CH:22]=[CH:21][CH:20]=[CH:19][CH:18]=2)[C@@H:13]([O:23][CH2:24][C:25]2[CH:30]=[CH:29][CH:28]=[CH:27][CH:26]=2)[C@@:12]([C:33]2[CH:38]=[CH:37][C:36]([Cl:39])=[C:35]([CH2:40][C:41]3[CH:46]=[CH:45][C:44]([O:47][CH2:48][CH2:49][O:50][CH:51]4[CH2:53][CH2:52]4)=[CH:43][CH:42]=3)[CH:34]=2)([O:31][CH3:32])[O:11][C:10]1(CO)[CH2:54][OH:55])[C:2]1[CH:7]=[CH:6][CH:5]=[CH:4][CH:3]=1.FC(F)(F)C(O)=O.